This data is from Full USPTO retrosynthesis dataset with 1.9M reactions from patents (1976-2016). The task is: Predict the reactants needed to synthesize the given product. (1) The reactants are: [F:1][C:2]1[CH:32]=[CH:31][C:5]2[N:6](C(NCC3CCN(CC4(O)CCOCC4)CC3)=O)[C:7](=[O:12])[N:8]([CH:9]([CH3:11])[CH3:10])[C:4]=2[CH:3]=1.C(N1C=CN=C1)(N1C=CN=C1)=O.C1COCC1. Given the product [F:1][C:2]1[CH:32]=[CH:31][C:5]2[NH:6][C:7](=[O:12])[N:8]([CH:9]([CH3:10])[CH3:11])[C:4]=2[CH:3]=1, predict the reactants needed to synthesize it. (2) Given the product [Cl:1][C:2]1[CH:3]=[CH:4][C:5]([C@H:8]2[N:15]3[C:11]([S:12][C:13]([C:19]([NH:37][CH:34]4[CH2:35][CH2:36][N:31]([CH3:30])[CH2:32][CH2:33]4)=[O:21])=[C:14]3[CH:16]([CH3:17])[CH3:18])=[N:10][C@:9]2([C:23]2[CH:24]=[CH:25][C:26]([Cl:29])=[CH:27][CH:28]=2)[CH3:22])=[CH:6][CH:7]=1, predict the reactants needed to synthesize it. The reactants are: [Cl:1][C:2]1[CH:7]=[CH:6][C:5]([C@H:8]2[N:15]3[C:11]([S:12][C:13]([C:19]([OH:21])=O)=[C:14]3[CH:16]([CH3:18])[CH3:17])=[N:10][C@:9]2([C:23]2[CH:28]=[CH:27][C:26]([Cl:29])=[CH:25][CH:24]=2)[CH3:22])=[CH:4][CH:3]=1.[CH3:30][N:31]1[CH2:36][CH2:35][CH:34]([NH2:37])[CH2:33][CH2:32]1.